This data is from Reaction yield outcomes from USPTO patents with 853,638 reactions. The task is: Predict the reaction yield, written as a fraction of the theoretical maximum amount of product (1.0 means a 100% yield; for example, 0.34 means a 34% yield). (1) The reactants are [NH2:1][C:2]1[C:3]([C:10]([O:12][CH3:13])=[O:11])=[N:4][C:5](Br)=[C:6]([F:8])[CH:7]=1.[F:14][C:15]1[CH:20]=[C:19]([O:21][CH:22]([CH3:24])[CH3:23])[CH:18]=[C:17]([F:25])[C:16]=1B1OC(C)(C)C(C)(C)O1. No catalyst specified. The product is [NH2:1][C:2]1[C:3]([C:10]([O:12][CH3:13])=[O:11])=[N:4][C:5]([C:16]2[C:17]([F:25])=[CH:18][C:19]([O:21][CH:22]([CH3:23])[CH3:24])=[CH:20][C:15]=2[F:14])=[C:6]([F:8])[CH:7]=1. The yield is 0.440. (2) The reactants are [CH3:1][O:2][C:3](=[O:14])[C:4](=O)[CH2:5][C:6](=[O:12])[C:7]1[CH:11]=[CH:10][S:9][CH:8]=1.Cl.[NH2:16]O. The catalyst is CO.C(OCC)(=O)C. The product is [CH3:1][O:2][C:3]([C:4]1[CH:5]=[C:6]([C:7]2[CH:11]=[CH:10][S:9][CH:8]=2)[O:12][N:16]=1)=[O:14]. The yield is 0.860.